From a dataset of Forward reaction prediction with 1.9M reactions from USPTO patents (1976-2016). Predict the product of the given reaction. (1) The product is: [CH3:16][O:17][C:18](=[O:32])[CH:19]([C:24]1[CH:29]=[C:28]([O:30][S:7]([C:10]([F:13])([F:12])[F:11])(=[O:8])=[O:6])[CH:27]=[C:26]([O:6][S:7]([C:10]([F:11])([F:12])[F:13])(=[O:8])=[O:9])[CH:25]=1)[CH2:20][CH:21]([CH3:23])[CH3:22]. Given the reactants FC(F)(F)S([O:6][S:7]([C:10]([F:13])([F:12])[F:11])(=[O:9])=[O:8])(=O)=O.[CH3:16][O:17][C:18](=[O:32])[CH:19]([C:24]1[CH:29]=[C:28]([OH:30])[CH:27]=[C:26](O)[CH:25]=1)[CH2:20][CH:21]([CH3:23])[CH3:22].N1C=CC=CC=1, predict the reaction product. (2) Given the reactants [F:1][C:2]1([F:10])[CH2:4][CH:3]1[C:5](=O)[CH2:6][C:7]#[N:8].[NH2:11][NH2:12], predict the reaction product. The product is: [F:1][C:2]1([F:10])[CH2:4][CH:3]1[C:5]1[CH:6]=[C:7]([NH2:8])[NH:12][N:11]=1.